From a dataset of Peptide-MHC class II binding affinity with 134,281 pairs from IEDB. Regression. Given a peptide amino acid sequence and an MHC pseudo amino acid sequence, predict their binding affinity value. This is MHC class II binding data. (1) The peptide sequence is EFRNDWILESDHLIS. The MHC is DRB1_0901 with pseudo-sequence DRB1_0901. The binding affinity (normalized) is 0.330. (2) The peptide sequence is DDRITKARWVYFLTR. The MHC is HLA-DQA10101-DQB10501 with pseudo-sequence HLA-DQA10101-DQB10501. The binding affinity (normalized) is 0.0431. (3) The peptide sequence is VLSLDKLKSLLSLRE. The MHC is DRB1_0101 with pseudo-sequence DRB1_0101. The binding affinity (normalized) is 0.848. (4) The peptide sequence is RQAGVQYSRA. The MHC is DRB1_0901 with pseudo-sequence DRB1_0901. The binding affinity (normalized) is 0.0203.